The task is: Predict which catalyst facilitates the given reaction.. This data is from Catalyst prediction with 721,799 reactions and 888 catalyst types from USPTO. (1) Reactant: [Cu][C:2]#[N:3].Br[C:5]1[CH:10]=[CH:9][C:8]([O:11][CH2:12][CH3:13])=[C:7]([O:14][CH2:15][CH3:16])[C:6]=1[F:17].C(OCC)(=O)C.N. Product: [CH2:15]([O:14][C:7]1[C:6]([F:17])=[C:5]([CH:10]=[CH:9][C:8]=1[O:11][CH2:12][CH3:13])[C:2]#[N:3])[CH3:16]. The catalyst class is: 9. (2) Product: [NH2:15][C:14]1[C:9]([N:6]2[CH2:5][CH2:4][CH:3]([CH3:2])[CH2:8][CH2:7]2)=[N:10][C:11]([N:18]2[CH2:23][CH2:22][NH:21][CH2:20][CH2:19]2)=[CH:12][CH:13]=1.[N:27]1([C:25](=[O:26])[CH3:24])[CH2:32][CH2:31][O:30][CH2:29][CH2:28]1. The catalyst class is: 150. Reactant: C[CH2:2][CH:3]1[CH2:8][CH2:7][N:6]([C:9]2[C:14]([N+:15]([O-])=O)=[CH:13][CH:12]=[C:11]([N:18]3[CH2:23][CH2:22][N:21]([CH2:24][C:25]([N:27]4[CH2:32][CH2:31][O:30][CH2:29][CH2:28]4)=[O:26])[CH2:20][CH2:19]3)[N:10]=2)[CH2:5][CH2:4]1.CCO.[NH4+].[Cl-].C([O-])(O)=O.[Na+].